This data is from Reaction yield outcomes from USPTO patents with 853,638 reactions. The task is: Predict the reaction yield, written as a fraction of the theoretical maximum amount of product (1.0 means a 100% yield; for example, 0.34 means a 34% yield). (1) The reactants are [Cl:1][C:2]1[C:11]2[C:12]3[C:17]([NH:18][C:10]=2[C:9]2[C:4](=[CH:5][CH:6]=[CH:7][CH:8]=2)[N:3]=1)=[CH:16][CH:15]=[CH:14][CH:13]=3.N1C2C(=CC=CC=2)C(=O)C1=O.[OH:30][CH2:31][CH2:32][NH:33][CH2:34][CH2:35][NH2:36].Cl. The catalyst is C(OCCO)C.CC(=O)OCC.CO. The product is [ClH:1].[CH:8]1[CH:7]=[CH:6][CH:5]=[C:4]2[C:9]=1[C:10]1[NH:18][C:17]3[C:12](=[CH:13][CH:14]=[CH:15][CH:16]=3)[C:11]=1[C:2]([NH:36][CH2:35][CH2:34][NH:33][CH2:32][CH2:31][OH:30])=[N:3]2. The yield is 0.700. (2) The reactants are CC1(C)[O:6][C@@H:5]2[C@@H:7]([CH2:20][N:21]([CH3:41])[CH:22]3[CH2:25][CH:24]([CH2:26][CH2:27][C:28]4[NH:32][C:31]5[CH:33]=[CH:34][C:35]([CH:37]6[CH2:40][O:39][CH2:38]6)=[CH:36][C:30]=5[N:29]=4)[CH2:23]3)[O:8][C@@H:9]([N:10]3[CH:18]=[N:17][C:16]4[C:11]3=[N:12][CH:13]=[N:14][C:15]=4[NH2:19])[C@@H:4]2[O:3]1.FC(F)(F)C(O)=O.C(=O)([O-])[O-].[K+].[K+]. The catalyst is O. The product is [NH2:19][C:15]1[N:14]=[CH:13][N:12]=[C:11]2[C:16]=1[N:17]=[CH:18][N:10]2[C@H:9]1[C@H:4]([OH:3])[C@H:5]([OH:6])[C@@H:7]([CH2:20][N:21]([CH3:41])[CH:22]2[CH2:25][CH:24]([CH2:26][CH2:27][C:28]3[NH:32][C:31]4[CH:33]=[CH:34][C:35]([CH:37]5[CH2:38][O:39][CH2:40]5)=[CH:36][C:30]=4[N:29]=3)[CH2:23]2)[O:8]1. The yield is 0.550. (3) The yield is 0.750. The reactants are C[O:2][C:3]([C:5]1[S:6][C:7]([C:23]#[C:24][C:25]([CH3:28])([CH3:27])[CH3:26])=[CH:8][C:9]=1[N:10]([CH:20]([CH3:22])[CH3:21])[C:11]([C@H:13]1[CH2:18][CH2:17][C@H:16]([CH3:19])[CH2:15][CH2:14]1)=[O:12])=[O:4].C1COCC1.CO.O.[OH-].[Li+]. The product is [CH3:27][C:25]([CH3:26])([CH3:28])[C:24]#[C:23][C:7]1[S:6][C:5]([C:3]([OH:4])=[O:2])=[C:9]([N:10]([CH:20]([CH3:21])[CH3:22])[C:11]([C@H:13]2[CH2:18][CH2:17][C@H:16]([CH3:19])[CH2:15][CH2:14]2)=[O:12])[CH:8]=1. The catalyst is O. (4) The catalyst is ClCCl. The reactants are [CH:1]1([C:4]2[CH:5]=[C:6]([NH:11][CH:12]3[CH2:17][CH2:16][N:15]([C@H:18]4[CH2:23][CH2:22][C@H:21]([O:24][CH2:25][CH3:26])[CH2:20][CH2:19]4)[CH2:14][CH2:13]3)[C:7]([NH2:10])=[CH:8][CH:9]=2)[CH2:3][CH2:2]1.C(N(C(C)C)CC)(C)C.[Cl:36][C:37](Cl)([O:39]C(=O)OC(Cl)(Cl)Cl)Cl. The yield is 0.720. The product is [ClH:36].[CH:1]1([C:4]2[CH:9]=[CH:8][C:7]3[NH:10][C:37](=[O:39])[N:11]([CH:12]4[CH2:13][CH2:14][N:15]([C@H:18]5[CH2:23][CH2:22][C@H:21]([O:24][CH2:25][CH3:26])[CH2:20][CH2:19]5)[CH2:16][CH2:17]4)[C:6]=3[CH:5]=2)[CH2:2][CH2:3]1. (5) The reactants are [C:1]([O:5][CH3:6])(=[O:4])[CH:2]=[CH2:3].[CH3:7][C:8]([C:10]([CH3:12])=[CH2:11])=[CH2:9]. The catalyst is C1(C)C=CC=CC=1. The product is [CH3:9][C:8]1[CH2:7][CH:2]([C:1]([O:5][CH3:6])=[O:4])[CH2:3][CH2:11][C:10]=1[CH3:12]. The yield is 0.870. (6) The catalyst is CC(C)=O. The reactants are [F:1][C:2]1[C:7]([F:8])=[CH:6][C:5]([C:9]2[CH:14]=[CH:13][C:12]([OH:15])=[CH:11][CH:10]=2)=[C:4]([O:16][CH3:17])[CH:3]=1.Br[CH2:19][C:20]1[CH:21]=[C:22]([CH:25]=[CH:26][CH:27]=1)[CH:23]=[O:24].C(=O)([O-])[O-].[K+].[K+]. The product is [F:1][C:2]1[C:7]([F:8])=[CH:6][C:5]([C:9]2[CH:10]=[CH:11][C:12]([O:15][CH2:19][C:20]3[CH:21]=[C:22]([CH:25]=[CH:26][CH:27]=3)[CH:23]=[O:24])=[CH:13][CH:14]=2)=[C:4]([O:16][CH3:17])[CH:3]=1. The yield is 0.501. (7) The reactants are C[O:2][C:3](=O)[C:4]1[CH:9]=[C:8]([O:10][CH3:11])[C:7]([O:12][CH2:13][CH2:14][Cl:15])=[CH:6][C:5]=1[NH2:16].Cl.[CH:19](N)=[NH:20]. The catalyst is C(O)C. The product is [Cl:15][CH2:14][CH2:13][O:12][C:7]1[CH:6]=[C:5]2[C:4]([C:3]([OH:2])=[N:20][CH:19]=[N:16]2)=[CH:9][C:8]=1[O:10][CH3:11]. The yield is 0.960.